Dataset: Full USPTO retrosynthesis dataset with 1.9M reactions from patents (1976-2016). Task: Predict the reactants needed to synthesize the given product. The reactants are: [CH3:1][O:2][C:3]1[CH:34]=[CH:33][C:6]([NH:7][C:8](=[O:32])[CH2:9][CH2:10][N:11]2[C:19]3[CH:18]=[CH:17][CH:16]=[CH:15][C:14]=3[C:13]3[CH2:20][CH2:21][N:22](C(OC(C)(C)C)=O)[CH2:23][CH2:24][C:12]2=3)=[CH:5][CH:4]=1.FC(F)(F)C(O)=O.C(Cl)[Cl:43]. Given the product [ClH:43].[CH3:1][O:2][C:3]1[CH:34]=[CH:33][C:6]([NH:7][C:8](=[O:32])[CH2:9][CH2:10][N:11]2[C:19]3[CH:18]=[CH:17][CH:16]=[CH:15][C:14]=3[C:13]3[CH2:20][CH2:21][NH:22][CH2:23][CH2:24][C:12]2=3)=[CH:5][CH:4]=1, predict the reactants needed to synthesize it.